Dataset: Catalyst prediction with 721,799 reactions and 888 catalyst types from USPTO. Task: Predict which catalyst facilitates the given reaction. (1) Reactant: N1(C=O)CCOCC1.[N:9]1([C:15]([C:17]2[CH:18]=[C:19]3[C:24](=[CH:25][CH:26]=2)[CH2:23][NH:22][CH2:21][CH2:20]3)=[O:16])[CH2:14][CH2:13][O:12][CH2:11][CH2:10]1.[CH:27]([N:30]1[CH2:35][CH2:34][CH:33]([C:36]([O-])=[O:37])[CH2:32][CH2:31]1)([CH3:29])[CH3:28].[K+].C(Cl)CCl.C1C=CC2N(O)N=NC=2C=1. Product: [CH:27]([N:30]1[CH2:35][CH2:34][CH:33]([C:36]([N:22]2[CH2:21][CH2:20][C:19]3[C:24](=[CH:25][CH:26]=[C:17]([C:15]([N:9]4[CH2:14][CH2:13][O:12][CH2:11][CH2:10]4)=[O:16])[CH:18]=3)[CH2:23]2)=[O:37])[CH2:32][CH2:31]1)([CH3:29])[CH3:28]. The catalyst class is: 3. (2) Reactant: [C:1]([NH:4][C:5]1[C:6]([F:17])=[C:7](/[CH:12]=[CH:13]/[C:14]([OH:16])=[O:15])[C:8](Cl)=[CH:9][CH:10]=1)(=[O:3])[CH3:2].C(N(CC)CC)C. Product: [C:1]([NH:4][C:5]1[C:6]([F:17])=[C:7]([CH2:12][CH2:13][C:14]([OH:16])=[O:15])[CH:8]=[CH:9][CH:10]=1)(=[O:3])[CH3:2]. The catalyst class is: 352. (3) Reactant: [CH3:1][C:2]1[CH:7]=[C:6]([N+:8]([O-:10])=[O:9])[CH:5]=[CH:4][C:3]=1[N+]([O-])=O.[F:14][C:15]([F:29])([F:28])[C:16]([C:18]1[CH:23]=[CH:22][CH:21]=[C:20]([C:24]([F:27])([F:26])[F:25])[CH:19]=1)=[O:17].CCN(C(C)C)C(C)C.[F-].C([N+](CCCC)(CCCC)CCCC)CCC. Product: [N+:8]([C:6]1[CH:5]=[CH:4][C:3]2[O:17][C:16]([C:15]([F:14])([F:28])[F:29])([C:18]3[CH:23]=[CH:22][CH:21]=[C:20]([C:24]([F:25])([F:26])[F:27])[CH:19]=3)[CH2:1][C:2]=2[CH:7]=1)([O-:10])=[O:9]. The catalyst class is: 20. (4) Reactant: [Br:1][C:2]1[CH:3]=[C:4]([NH2:8])[CH:5]=[N:6][CH:7]=1.[CH3:9][C:10]([CH3:12])=O.CC(O)=O.[BH3-]C#N.[Na+]. Product: [Br:1][C:2]1[CH:3]=[C:4]([NH:8][CH:10]([CH3:12])[CH3:9])[CH:5]=[N:6][CH:7]=1. The catalyst class is: 5. (5) The catalyst class is: 21. Reactant: [OH:1][C:2]1[CH:3]=[CH:4][C:5]2[N:9]=[C:8]([NH:10][C:11]([NH:13][CH2:14][CH2:15][O:16][CH3:17])=[O:12])[NH:7][C:6]=2[CH:18]=1.Cl[S:20]([C:23]1[CH:28]=[CH:27][C:26]([O:29][C:30](=[O:37])[C:31]2[CH:36]=[CH:35][CH:34]=[CH:33][CH:32]=2)=[CH:25][CH:24]=1)(=[O:22])=[O:21].C(N(CC)CC)C. Product: [CH3:17][O:16][CH2:15][CH2:14][NH:13][C:11](=[O:12])[NH:10][C:8]1[NH:9][C:5]2[CH:4]=[CH:3][C:2]([O:1][S:20]([C:23]3[CH:24]=[CH:25][C:26]([O:29][C:30](=[O:37])[C:31]4[CH:36]=[CH:35][CH:34]=[CH:33][CH:32]=4)=[CH:27][CH:28]=3)(=[O:22])=[O:21])=[CH:18][C:6]=2[N:7]=1. (6) Reactant: [Cl:1][C:2]1[CH:3]=[N:4][N:5]([CH3:28])[C:6]=1[C:7]1[CH:8]=[C:9]2[C:13](=[CH:14][CH:15]=1)[C:12](=[O:16])[N:11]([C@@H:17]([CH2:20][C:21]1[CH:26]=[CH:25][CH:24]=[C:23]([F:27])[CH:22]=1)[CH:18]=O)[CH2:10]2.[CH3:29][NH2:30].C(O[BH-](OC(=O)C)OC(=O)C)(=O)C.[Na+]. Product: [Cl:1][C:2]1[CH:3]=[N:4][N:5]([CH3:28])[C:6]=1[C:7]1[CH:8]=[C:9]2[C:13](=[CH:14][CH:15]=1)[C:12](=[O:16])[N:11]([C@@H:17]([CH2:20][C:21]1[CH:26]=[CH:25][CH:24]=[C:23]([F:27])[CH:22]=1)[CH2:18][NH:30][CH3:29])[CH2:10]2. The catalyst class is: 7. (7) Reactant: [C:1]([C:4]1[CH:5]=[C:6]([C:23]2[C:24]([CH3:29])=[N:25][O:26][C:27]=2[CH3:28])[C:7]([F:22])=[C:8]2[C:16]=1[NH:15][C:14]1[CH:13]=[C:12]([C:17]([O:19]CC)=[O:18])[CH:11]=[CH:10][C:9]2=1)(=[O:3])[NH2:2].[OH-].[Na+]. Product: [C:1]([C:4]1[CH:5]=[C:6]([C:23]2[C:24]([CH3:29])=[N:25][O:26][C:27]=2[CH3:28])[C:7]([F:22])=[C:8]2[C:16]=1[NH:15][C:14]1[CH:13]=[C:12]([C:17]([OH:19])=[O:18])[CH:11]=[CH:10][C:9]2=1)(=[O:3])[NH2:2]. The catalyst class is: 36. (8) Reactant: [Br:1][C:2]1[CH:9]=[C:8]([O:10]C)[CH:7]=[C:6]([O:12]C)[C:3]=1[CH:4]=[O:5].B(Br)(Br)Br. Product: [Br:1][C:2]1[CH:9]=[C:8]([OH:10])[CH:7]=[C:6]([OH:12])[C:3]=1[CH:4]=[O:5]. The catalyst class is: 4.